This data is from Reaction yield outcomes from USPTO patents with 853,638 reactions. The task is: Predict the reaction yield, written as a fraction of the theoretical maximum amount of product (1.0 means a 100% yield; for example, 0.34 means a 34% yield). The reactants are [CH2:1]([N:8]1[C@@H:13]2[C@:14]([F:27])([C:16]3[N:20]([CH2:21][O:22][CH2:23][CH2:24][O:25][CH3:26])[N:19]=[N:18][N:17]=3)[CH2:15][C@@:9]1([C:29]1[CH:34]=[CH:33][CH:32]=[CH:31][CH:30]=1)[C@H:10]([OH:28])[CH2:11][CH2:12]2)[C:2]1[CH:7]=[CH:6][CH:5]=[CH:4][CH:3]=1.[H-].[Na+].C1OCCOCCOCCOCCOCCOC1.[F:55][C:56]([F:70])([F:69])[C:57]1[CH:58]=[C:59]([CH:62]=[C:63]([C:65]([F:68])([F:67])[F:66])[CH:64]=1)[CH2:60]Br. No catalyst specified. The product is [CH2:1]([N:8]1[C@@H:13]2[C@:14]([F:27])([C:16]3[N:20]([CH2:21][O:22][CH2:23][CH2:24][O:25][CH3:26])[N:19]=[N:18][N:17]=3)[CH2:15][C@@:9]1([C:29]1[CH:34]=[CH:33][CH:32]=[CH:31][CH:30]=1)[C@H:10]([O:28][CH2:60][C:59]1[CH:62]=[C:63]([C:65]([F:67])([F:68])[F:66])[CH:64]=[C:57]([C:56]([F:55])([F:69])[F:70])[CH:58]=1)[CH2:11][CH2:12]2)[C:2]1[CH:7]=[CH:6][CH:5]=[CH:4][CH:3]=1. The yield is 0.970.